Dataset: Reaction yield outcomes from USPTO patents with 853,638 reactions. Task: Predict the reaction yield, written as a fraction of the theoretical maximum amount of product (1.0 means a 100% yield; for example, 0.34 means a 34% yield). (1) The reactants are Cl.C(N=C=NCCCN(C)C)C.[Cl:13][CH2:14][C:15]1[CH:23]=[CH:22][C:18]([C:19]([OH:21])=O)=[CH:17][CH:16]=1.Cl.[CH3:25][O:26][C:27]([C:29]1([NH2:35])[CH2:34][CH2:33][CH2:32][CH2:31][CH2:30]1)=[O:28].C(N(CC)CC)C.ON1C2C=CC=CC=2N=N1. The catalyst is C(Cl)Cl. The product is [CH3:25][O:26][C:27]([C:29]1([NH:35][C:19]([C:18]2[CH:17]=[CH:16][C:15]([CH2:14][Cl:13])=[CH:23][CH:22]=2)=[O:21])[CH2:30][CH2:31][CH2:32][CH2:33][CH2:34]1)=[O:28]. The yield is 0.530. (2) The yield is 0.370. The reactants are [C:1]([C:4]1[CH:9]=[CH:8][C:7]([N:10]2[C:15](=[O:16])[C:14]([CH2:17][C:18]3[CH:23]=[CH:22][C:21]([C:24]4[C:25]([C:30]#[N:31])=[CH:26][CH:27]=[CH:28][CH:29]=4)=[CH:20][CH:19]=3)=[C:13]([CH2:32][CH2:33][CH3:34])[N:12]=[C:11]2[CH2:35][CH3:36])=[CH:6][CH:5]=1)(=[O:3])[CH3:2].[CH3:37][Li].[Cl-].[NH4+]. The product is [CH2:35]([C:11]1[N:10]([C:7]2[CH:6]=[CH:5][C:4]([C:1]([OH:3])([CH3:37])[CH3:2])=[CH:9][CH:8]=2)[C:15](=[O:16])[C:14]([CH2:17][C:18]2[CH:23]=[CH:22][C:21]([C:24]3[C:25]([C:30]#[N:31])=[CH:26][CH:27]=[CH:28][CH:29]=3)=[CH:20][CH:19]=2)=[C:13]([CH2:32][CH2:33][CH3:34])[N:12]=1)[CH3:36]. The catalyst is O1CCCC1. (3) The reactants are [NH:1]1[C:5]2[CH:6]=[CH:7][C:8]([C:10]([OH:12])=O)=[CH:9][C:4]=2[N:3]=[CH:2]1.[CH3:13][C:14]1[CH:15]=[CH:16][C:17]2[CH2:18][C@H:19]3[C@@H:24]([C:25]=2[CH:26]=1)[CH2:23][CH2:22][CH2:21][NH:20]3. No catalyst specified. The product is [NH:1]1[C:5]2[CH:6]=[CH:7][C:8]([C:10]([N:20]3[CH2:21][CH2:22][CH2:23][C@@H:24]4[C:25]5[CH:26]=[C:14]([CH3:13])[CH:15]=[CH:16][C:17]=5[CH2:18][C@H:19]34)=[O:12])=[CH:9][C:4]=2[N:3]=[CH:2]1. The yield is 0.600. (4) The reactants are [CH2:1]([C:3]1[N:4]([C:19]2[CH:24]=[CH:23][CH:22]=[CH:21][CH:20]=2)[C:5]2[C:10]([C:11]=1[CH:12]1[CH2:17][CH2:16][NH:15][CH2:14][CH2:13]1)=[CH:9][CH:8]=[C:7]([F:18])[CH:6]=2)[CH3:2].Br[CH2:26][CH2:27][CH2:28][S:29][C:30]1[CH:35]=[CH:34][C:33]([F:36])=[CH:32][CH:31]=1.[I-].[K+].C(=O)([O-])[O-].[K+].[K+]. The catalyst is CN(C=O)C.O.C(OCC)(=O)C. The product is [CH2:1]([C:3]1[N:4]([C:19]2[CH:24]=[CH:23][CH:22]=[CH:21][CH:20]=2)[C:5]2[C:10]([C:11]=1[CH:12]1[CH2:13][CH2:14][N:15]([CH2:26][CH2:27][CH2:28][S:29][C:30]3[CH:35]=[CH:34][C:33]([F:36])=[CH:32][CH:31]=3)[CH2:16][CH2:17]1)=[CH:9][CH:8]=[C:7]([F:18])[CH:6]=2)[CH3:2]. The yield is 0.640. (5) The reactants are [C:1]([O:4][C:5]1[C:22]([O:23][CH3:24])=[CH:21][C:20]2[C@@H:19]3[C@H:10]([C@H:11]4[C@@:15]([CH2:17][CH2:18]3)([CH3:16])[CH:14]([O:25][C:26](=[O:28])[CH3:27])[CH2:13][CH2:12]4)[CH2:9][CH2:8][C:7]=2[CH:6]=1)(=[O:3])[CH3:2].C(O)(=[O:31])C. The catalyst is [O-2].[O-2].[O-2].[Cr+6]. The product is [C:1]([O:4][C:5]1[C:22]([O:23][CH3:24])=[CH:21][C:20]2[C@@H:19]3[C@H:10]([C@H:11]4[C@@:15]([CH2:17][CH2:18]3)([CH3:16])[CH:14]([O:25][C:26](=[O:28])[CH3:27])[CH2:13][CH2:12]4)[CH2:9][C:8](=[O:31])[C:7]=2[CH:6]=1)(=[O:3])[CH3:2]. The yield is 0.450.